The task is: Predict the reactants needed to synthesize the given product.. This data is from Full USPTO retrosynthesis dataset with 1.9M reactions from patents (1976-2016). (1) Given the product [C:1]1(=[O:7])[NH:8][C:4](=[O:5])[CH:3]=[CH:2]1.[CH2:1]=[CH:2][C:3]1[CH:4]=[CH:4][CH:3]=[CH:2][CH:1]=1, predict the reactants needed to synthesize it. The reactants are: [C:1]1(=[O:7])O[C:4](=[O:5])[CH:3]=[CH:2]1.[NH3:8]. (2) The reactants are: C(OC([N:8]1[CH2:13][CH2:12][CH:11]([C:14]2[CH:19]=[CH:18][C:17]([N:20]3[CH:24]=[CH:23][N:22]=[CH:21]3)=[CH:16][CH:15]=2)[CH2:10][CH2:9]1)=O)(C)(C)C.C(Cl)Cl.C(O)(C(F)(F)F)=O. Given the product [N:20]1([C:17]2[CH:16]=[CH:15][C:14]([CH:11]3[CH2:12][CH2:13][NH:8][CH2:9][CH2:10]3)=[CH:19][CH:18]=2)[CH:24]=[CH:23][N:22]=[CH:21]1, predict the reactants needed to synthesize it. (3) Given the product [C:28]([OH:34])([C:30]([F:33])([F:32])[F:31])=[O:29].[CH2:1]([C:9]1[CH:10]=[CH:11][C:12]([N:15]2[CH2:16][CH2:17][NH:18][CH2:19][CH2:20]2)=[CH:13][CH:14]=1)[CH2:2][CH2:3][CH2:4][CH2:5][CH2:6][CH2:7][CH3:8], predict the reactants needed to synthesize it. The reactants are: [CH2:1]([C:9]1[CH:14]=[CH:13][C:12]([N:15]2[CH2:20][CH2:19][N:18](C(OC(C)(C)C)=O)[CH2:17][CH2:16]2)=[CH:11][CH:10]=1)[CH2:2][CH2:3][CH2:4][CH2:5][CH2:6][CH2:7][CH3:8].[C:28]([OH:34])([C:30]([F:33])([F:32])[F:31])=[O:29]. (4) Given the product [CH3:6][C:7]1[O:11][C:10]([C:12]2[CH:17]=[CH:16][C:15]([C:18]([F:21])([F:20])[F:19])=[CH:14][CH:13]=2)=[N:9][C:8]=1[CH2:22][O:23][C:24]1[CH:29]=[CH:28][C:27]([S:30]([Cl:3])(=[O:33])=[O:31])=[CH:26][CH:25]=1, predict the reactants needed to synthesize it. The reactants are: S(Cl)([Cl:3])=O.[Na+].[CH3:6][C:7]1[O:11][C:10]([C:12]2[CH:17]=[CH:16][C:15]([C:18]([F:21])([F:20])[F:19])=[CH:14][CH:13]=2)=[N:9][C:8]=1[CH2:22][O:23][C:24]1[CH:29]=[CH:28][C:27]([S:30]([O-:33])(=O)=[O:31])=[CH:26][CH:25]=1.